The task is: Predict which catalyst facilitates the given reaction.. This data is from Catalyst prediction with 721,799 reactions and 888 catalyst types from USPTO. Reactant: Br[C:2]1[CH:3]=[C:4]([CH2:8][O:9][C:10]2[CH:15]=[CH:14][C:13]([CH2:16][CH2:17][C:18]([O:20][CH3:21])=[O:19])=[CH:12][CH:11]=2)[CH:5]=[CH:6][CH:7]=1.[N:22]1[CH:27]=[CH:26][CH:25]=[CH:24][C:23]=1[Sn](C)(C)C.O. Product: [N:22]1[CH:27]=[CH:26][CH:25]=[CH:24][C:23]=1[C:2]1[CH:3]=[C:4]([CH2:8][O:9][C:10]2[CH:15]=[CH:14][C:13]([CH2:16][CH2:17][C:18]([O:20][CH3:21])=[O:19])=[CH:12][CH:11]=2)[CH:5]=[CH:6][CH:7]=1. The catalyst class is: 9.